Dataset: Full USPTO retrosynthesis dataset with 1.9M reactions from patents (1976-2016). Task: Predict the reactants needed to synthesize the given product. (1) Given the product [CH3:1][O:2][C:3](=[O:35])[CH2:4][C@H:5]1[C:9]2[CH:10]=[CH:11][C:12]([O:14][C@H:15]3[C:23]4[C:18](=[C:19]([O:25][C:26]5[CH:31]=[CH:30][C:29]([O:32][CH2:39][CH2:38][C:37]([OH:36])([CH3:52])[CH3:51])=[CH:28][C:27]=5[C:33]#[N:34])[CH:20]=[CH:21][C:22]=4[F:24])[CH2:17][CH2:16]3)=[CH:13][C:8]=2[O:7][CH2:6]1, predict the reactants needed to synthesize it. The reactants are: [CH3:1][O:2][C:3](=[O:35])[CH2:4][C@H:5]1[C:9]2[CH:10]=[CH:11][C:12]([O:14][C@H:15]3[C:23]4[C:18](=[C:19]([O:25][C:26]5[CH:31]=[CH:30][C:29]([OH:32])=[CH:28][C:27]=5[C:33]#[N:34])[CH:20]=[CH:21][C:22]=4[F:24])[CH2:17][CH2:16]3)=[CH:13][C:8]=2[O:7][CH2:6]1.[OH:36][C:37]([CH3:52])([CH3:51])[CH2:38][CH2:39]OS(C1C=CC(C)=CC=1)(=O)=O. (2) Given the product [OH:1][C:2]([C:19]([F:20])([F:21])[F:22])([CH2:8][CH2:9][C:10]([CH3:18])([C:12]1[CH:13]=[CH:14][CH:15]=[CH:16][CH:17]=1)[CH3:11])[CH:3]=[O:4], predict the reactants needed to synthesize it. The reactants are: [OH:1][C:2]([C:19]([F:22])([F:21])[F:20])([CH2:8][CH2:9][C:10]([CH3:18])([C:12]1[CH:17]=[CH:16][CH:15]=[CH:14][CH:13]=1)[CH3:11])[C:3](OCC)=[O:4].[H-].[Al+3].[Li+].[H-].[H-].[H-].C(=O)(O)[O-].[Na+].